From a dataset of Full USPTO retrosynthesis dataset with 1.9M reactions from patents (1976-2016). Predict the reactants needed to synthesize the given product. (1) Given the product [CH2:1]([O:8][CH2:9][C@@H:10]([CH2:21][N:22]1[CH:27]=[CH:26][C:25](=[O:28])[NH:24][C:23]1=[O:37])[C@H:11]([O:13][Si:14]([C:17]([CH3:19])([CH3:20])[CH3:18])([CH3:15])[CH3:16])[CH3:12])[C:2]1[CH:3]=[CH:4][CH:5]=[CH:6][CH:7]=1, predict the reactants needed to synthesize it. The reactants are: [CH2:1]([O:8][CH2:9][C@@H:10]([CH2:21][N:22]1[CH:27]=[CH:26][C:25](=[O:28])[N:24](C(=O)C2C=CC=CC=2)[C:23]1=[O:37])[C@H:11]([O:13][Si:14]([C:17]([CH3:20])([CH3:19])[CH3:18])([CH3:16])[CH3:15])[CH3:12])[C:2]1[CH:7]=[CH:6][CH:5]=[CH:4][CH:3]=1.O(C)[Na]. (2) Given the product [Cl:39][C:40]1[CH:45]=[C:44]([C:2]2[N:3]=[C:4]3[C:9](=[CH:10][CH:11]=2)[N:8]=[CH:7][C:6]([C:12]([CH:14]2[CH2:15][CH2:16][CH2:17]2)=[O:13])=[C:5]3[NH:18][C:19]2[CH:20]=[CH:21][C:22]([N:25]3[CH2:30][CH2:29][CH2:28][C@H:27]([NH:31][C:32](=[O:38])[O:33][C:34]([CH3:36])([CH3:35])[CH3:37])[CH2:26]3)=[N:23][CH:24]=2)[CH:43]=[C:42]([F:55])[C:41]=1[OH:56], predict the reactants needed to synthesize it. The reactants are: Cl[C:2]1[N:3]=[C:4]2[C:9](=[CH:10][CH:11]=1)[N:8]=[CH:7][C:6]([C:12]([CH:14]1[CH2:17][CH2:16][CH2:15]1)=[O:13])=[C:5]2[NH:18][C:19]1[CH:20]=[CH:21][C:22]([N:25]2[CH2:30][CH2:29][CH2:28][C@H:27]([NH:31][C:32](=[O:38])[O:33][C:34]([CH3:37])([CH3:36])[CH3:35])[CH2:26]2)=[N:23][CH:24]=1.[Cl:39][C:40]1[CH:45]=[C:44](B2OC(C)(C)C(C)(C)O2)[CH:43]=[C:42]([F:55])[C:41]=1[OH:56]. (3) Given the product [N:6]1([C:13]2[N:18]=[C:17]([CH:19]3[CH2:20][CH2:21]3)[N:16]=[C:15]([N:22]3[CH2:23][CH:24]([O:26][S:2]([CH3:1])(=[O:4])=[O:3])[CH2:25]3)[C:14]=2[CH3:27])[CH2:12][CH2:11][CH2:10][CH2:9][CH2:8][CH2:7]1, predict the reactants needed to synthesize it. The reactants are: [CH3:1][S:2](Cl)(=[O:4])=[O:3].[N:6]1([C:13]2[N:18]=[C:17]([CH:19]3[CH2:21][CH2:20]3)[N:16]=[C:15]([N:22]3[CH2:25][CH:24]([OH:26])[CH2:23]3)[C:14]=2[CH3:27])[CH2:12][CH2:11][CH2:10][CH2:9][CH2:8][CH2:7]1.C(N(CC)CC)C.O. (4) Given the product [CH3:6][O:5][C:4]1[CH:3]=[CH:2][C:1]([C:9](=[O:10])[CH:11]([C:12]2[CH:13]=[CH:14][C:15]([O:16][CH3:17])=[CH:18][CH:19]=2)[C:20]([C:21]2[CH:26]=[CH:25][C:24]([O:27][CH3:28])=[CH:23][CH:22]=2)=[O:29])=[CH:8][CH:7]=1, predict the reactants needed to synthesize it. The reactants are: [C:1]1([C:9]([CH2:11][C:12]2[CH:19]=[CH:18][C:15]([O:16][CH3:17])=[CH:14][CH:13]=2)=[O:10])[CH:8]=[CH:7][C:4]([O:5][CH3:6])=[CH:3][CH:2]=1.[C:20](Cl)(=[O:29])[C:21]1[CH:26]=[CH:25][C:24]([O:27][CH3:28])=[CH:23][CH:22]=1.C(O)(=O)CC(CC(O)=O)(C(O)=O)O.